From a dataset of Forward reaction prediction with 1.9M reactions from USPTO patents (1976-2016). Predict the product of the given reaction. (1) Given the reactants [CH2:1]([C:4]1[C:9]([O:10][CH2:11][C:12]2[CH:17]=[CH:16][C:15]([O:18][CH3:19])=[CH:14][CH:13]=2)=[CH:8][CH:7]=[CH:6][C:5]=1[C@@H:20]([OH:39])[C:21]#[C:22][CH2:23][CH2:24][CH:25]([O:31][CH2:32][C:33]1[CH:38]=[CH:37][CH:36]=[CH:35][CH:34]=1)[CH2:26][CH2:27][CH2:28][CH2:29][CH3:30])[CH:2]=[CH2:3].[Cr](Cl)([O-])(=O)=O.[NH+]1C=CC=CC=1.CCCCCCC, predict the reaction product. The product is: [CH2:1]([C:4]1[C:9]([O:10][CH2:11][C:12]2[CH:17]=[CH:16][C:15]([O:18][CH3:19])=[CH:14][CH:13]=2)=[CH:8][CH:7]=[CH:6][C:5]=1[C:20](=[O:39])[C:21]#[C:22][CH2:23][CH2:24][C@@H:25]([O:31][CH2:32][C:33]1[CH:38]=[CH:37][CH:36]=[CH:35][CH:34]=1)[CH2:26][CH2:27][CH2:28][CH2:29][CH3:30])[CH:2]=[CH2:3]. (2) Given the reactants [OH-:1].[K+].[O:3]=[C:4]1[N:9]([C:10]2[CH:15]=[CH:14][CH:13]=[CH:12][CH:11]=2)[C:8]2[S:16][C:17]([C:27]#[N:28])=[C:18]([NH:19][C:20]3[CH:21]=[C:22]([CH3:26])[CH:23]=[CH:24][CH:25]=3)[C:7]=2[CH:6]=[CH:5]1, predict the reaction product. The product is: [O:3]=[C:4]1[N:9]([C:10]2[CH:15]=[CH:14][CH:13]=[CH:12][CH:11]=2)[C:8]2[S:16][C:17]([C:27]([NH2:28])=[O:1])=[C:18]([NH:19][C:20]3[CH:21]=[C:22]([CH3:26])[CH:23]=[CH:24][CH:25]=3)[C:7]=2[CH:6]=[CH:5]1. (3) Given the reactants [CH3:1][O:2][CH2:3][C:4]([C:6]1[C:11]([OH:12])=[CH:10][C:9]([OH:13])=[CH:8][C:7]=1[OH:14])=[O:5].C([O-])([O-])=O.[K+].[K+].[CH3:21][O:22][CH2:23][C:24](Cl)=O, predict the reaction product. The product is: [OH:14][C:7]1[C:6]2[C:4](=[O:5])[C:3]([O:2][CH3:1])=[C:24]([CH2:23][O:22][CH3:21])[O:12][C:11]=2[CH:10]=[C:9]([OH:13])[CH:8]=1. (4) Given the reactants [SH:1][C:2]1[N:11]=[C:10]([OH:12])[C:9]2[CH2:8][CH2:7][CH2:6][CH2:5][C:4]=2[N:3]=1.C(=O)([O-])[O-].[K+].[K+].Br[CH2:20][CH2:21][C:22]([O:24][C:25]([CH3:28])([CH3:27])[CH3:26])=[O:23], predict the reaction product. The product is: [O:12]=[C:10]1[C:9]2[CH2:8][CH2:7][CH2:6][CH2:5][C:4]=2[N:3]=[C:2]([S:1][CH2:20][CH2:21][C:22]([O:24][C:25]([CH3:28])([CH3:27])[CH3:26])=[O:23])[NH:11]1. (5) Given the reactants C(CCC1C=CC=CC=1OC1C=CC([C:15]2[CH:20]=[CH:19][N:18]=[CH:17][C:16]=2[CH:21]=[CH:22][C:23]([N:25]([CH3:27])[CH3:26])=[O:24])=CC=1)(=O)N.[C:32]([CH2:35][CH2:36][C:37]1[CH:60]=[CH:59][C:40]([O:41][C:42]2[CH:47]=[CH:46][C:45](C(=CC3C=NC=CC=3)C(O)=O)=[CH:44][CH:43]=2)=[CH:39][CH:38]=1)(=[O:34])[NH2:33].CN(C=O)C.CN([P+](ON1N=NC2C=CC=CC1=2)(N(C)C)N(C)C)C.F[P-](F)(F)(F)(F)F.CNC, predict the reaction product. The product is: [C:32]([CH2:35][CH2:36][C:37]1[CH:60]=[CH:59][C:40]([O:41][C:42]2[CH:43]=[CH:44][C:45]([C:22](=[CH:21][C:16]3[CH:17]=[N:18][CH:19]=[CH:20][CH:15]=3)[C:23]([N:25]([CH3:26])[CH3:27])=[O:24])=[CH:46][CH:47]=2)=[CH:39][CH:38]=1)(=[O:34])[NH2:33]. (6) Given the reactants Br[C:2]1[C:3]([CH3:15])=[N:4][N:5]([C:8]2[CH:13]=[CH:12][CH:11]=[CH:10][C:9]=2[CH3:14])[C:6]=1[NH2:7].[F:16][C:17]1[CH:22]=[CH:21][C:20](B(O)O)=[CH:19][CH:18]=1.C([O-])([O-])=O.[Na+].[Na+], predict the reaction product. The product is: [F:16][C:17]1[CH:22]=[CH:21][C:20]([C:2]2[C:3]([CH3:15])=[N:4][N:5]([C:8]3[CH:13]=[CH:12][CH:11]=[CH:10][C:9]=3[CH3:14])[C:6]=2[NH2:7])=[CH:19][CH:18]=1.